Dataset: NCI-60 drug combinations with 297,098 pairs across 59 cell lines. Task: Regression. Given two drug SMILES strings and cell line genomic features, predict the synergy score measuring deviation from expected non-interaction effect. (1) Drug 1: CC1=C2C(C(=O)C3(C(CC4C(C3C(C(C2(C)C)(CC1OC(=O)C(C(C5=CC=CC=C5)NC(=O)OC(C)(C)C)O)O)OC(=O)C6=CC=CC=C6)(CO4)OC(=O)C)OC)C)OC. Drug 2: C1=C(C(=O)NC(=O)N1)F. Cell line: IGROV1. Synergy scores: CSS=48.6, Synergy_ZIP=2.85, Synergy_Bliss=3.26, Synergy_Loewe=7.67, Synergy_HSA=9.78. (2) Drug 1: C1CC(=O)NC(=O)C1N2CC3=C(C2=O)C=CC=C3N. Drug 2: CCC1(CC2CC(C3=C(CCN(C2)C1)C4=CC=CC=C4N3)(C5=C(C=C6C(=C5)C78CCN9C7C(C=CC9)(C(C(C8N6C)(C(=O)OC)O)OC(=O)C)CC)OC)C(=O)OC)O.OS(=O)(=O)O. Cell line: SF-295. Synergy scores: CSS=11.1, Synergy_ZIP=-11.6, Synergy_Bliss=-7.99, Synergy_Loewe=-4.96, Synergy_HSA=-4.70. (3) Drug 1: CCC(=C(C1=CC=CC=C1)C2=CC=C(C=C2)OCCN(C)C)C3=CC=CC=C3.C(C(=O)O)C(CC(=O)O)(C(=O)O)O. Drug 2: C1C(C(OC1N2C=NC3=C2NC=NCC3O)CO)O. Cell line: CCRF-CEM. Synergy scores: CSS=28.9, Synergy_ZIP=-6.61, Synergy_Bliss=5.27, Synergy_Loewe=3.07, Synergy_HSA=5.07. (4) Drug 1: C1=CC(=CC=C1C#N)C(C2=CC=C(C=C2)C#N)N3C=NC=N3. Drug 2: CN(C(=O)NC(C=O)C(C(C(CO)O)O)O)N=O. Cell line: BT-549. Synergy scores: CSS=-10.7, Synergy_ZIP=6.53, Synergy_Bliss=3.96, Synergy_Loewe=-6.12, Synergy_HSA=-6.26. (5) Drug 1: CC1=C(N=C(N=C1N)C(CC(=O)N)NCC(C(=O)N)N)C(=O)NC(C(C2=CN=CN2)OC3C(C(C(C(O3)CO)O)O)OC4C(C(C(C(O4)CO)O)OC(=O)N)O)C(=O)NC(C)C(C(C)C(=O)NC(C(C)O)C(=O)NCCC5=NC(=CS5)C6=NC(=CS6)C(=O)NCCC[S+](C)C)O. Drug 2: CC1C(C(CC(O1)OC2CC(CC3=C2C(=C4C(=C3O)C(=O)C5=CC=CC=C5C4=O)O)(C(=O)C)O)N)O. Cell line: SK-OV-3. Synergy scores: CSS=24.4, Synergy_ZIP=-1.86, Synergy_Bliss=-2.96, Synergy_Loewe=-13.8, Synergy_HSA=-2.84.